Dataset: Catalyst prediction with 721,799 reactions and 888 catalyst types from USPTO. Task: Predict which catalyst facilitates the given reaction. (1) Reactant: Cl[C:2]([O:4][C:5]1[CH:10]=[CH:9][CH:8]=[CH:7][CH:6]=1)=[O:3].N1C=CC=CC=1.[C:17]([O:21][C:22](=[O:31])[NH:23][CH:24]1[CH2:29][CH2:28][CH:27]([NH2:30])[CH2:26][CH2:25]1)([CH3:20])([CH3:19])[CH3:18]. Product: [C:5]1([O:4][C:2](=[O:3])[NH:30][CH:27]2[CH2:28][CH2:29][CH:24]([NH:23][C:22]([O:21][C:17]([CH3:20])([CH3:19])[CH3:18])=[O:31])[CH2:25][CH2:26]2)[CH:10]=[CH:9][CH:8]=[CH:7][CH:6]=1. The catalyst class is: 2. (2) Reactant: [CH2:1]([O:5][C:6](=[O:33])[NH:7][C:8]1([C:19]([NH:21][C:22]2[CH:27]=[CH:26][C:25]([N:28]([CH2:31][CH3:32])[CH2:29][CH3:30])=[CH:24][CH:23]=2)=[O:20])[CH2:17][CH2:16][C:15]2[C:10](=[CH:11][CH:12]=[C:13](Br)[CH:14]=2)[CH2:9]1)[CH:2]([CH3:4])[CH3:3].C1(C)C=CC=CC=1P(C1C=CC=CC=1C)C1C=CC=CC=1C.[C:56]([NH2:60])(=[O:59])[CH:57]=[CH2:58].C(N(CC)CC)C. Product: [CH2:1]([O:5][C:6](=[O:33])[NH:7][C:8]1([C:19]([NH:21][C:22]2[CH:27]=[CH:26][C:25]([N:28]([CH2:31][CH3:32])[CH2:29][CH3:30])=[CH:24][CH:23]=2)=[O:20])[CH2:17][CH2:16][C:15]2[C:10](=[CH:11][CH:12]=[C:13](/[CH:58]=[CH:57]/[C:56]([NH2:60])=[O:59])[CH:14]=2)[CH2:9]1)[CH:2]([CH3:4])[CH3:3]. The catalyst class is: 826. (3) Product: [CH2:20]([O:22][C:23]([C:25]1[C:26]([C:31]2[CH:36]=[CH:35][CH:34]=[C:33]([CH2:37][Br:19])[CH:32]=2)=[CH:27][CH:28]=[CH:29][CH:30]=1)=[O:24])[CH3:21]. The catalyst class is: 53. Reactant: C(OC(C1C=C(C2C=CC(C[Br:19])=CC=2)C=CC=1)=O)C.[CH2:20]([O:22][C:23]([C:25]1[C:26]([C:31]2[CH:36]=[CH:35][CH:34]=[C:33]([CH3:37])[CH:32]=2)=[CH:27][CH:28]=[CH:29][CH:30]=1)=[O:24])[CH3:21].BrN1C(=O)CCC1=O.N(C(C)(C)C#N)=NC(C)(C)C#N. (4) Reactant: [Cl:1][CH2:2][CH2:3][O:4][C:5]1[CH:10]=[C:9]([O:11][CH3:12])[CH:8]=[C:7]([CH2:13][S:14]([C:17]2[C:26]3[C:21](=[CH:22][CH:23]=[CH:24][CH:25]=3)[CH:20]=[CH:19][CH:18]=2)(=[O:16])=[O:15])[C:6]=1[NH2:27].Cl.[N:29]([O-])=O.[Na+].C(=O)(O)[O-].[Na+]. Product: [Cl:1][CH2:2][CH2:3][O:4][C:5]1[CH:10]=[C:9]([O:11][CH3:12])[CH:8]=[C:7]2[C:6]=1[NH:27][N:29]=[C:13]2[S:14]([C:17]1[C:26]2[C:21](=[CH:22][CH:23]=[CH:24][CH:25]=2)[CH:20]=[CH:19][CH:18]=1)(=[O:16])=[O:15]. The catalyst class is: 20. (5) Reactant: N#N.[F:3][C:4]1[CH:31]=[CH:30][C:7]2[NH:8][C:9]([CH:11]([NH:22]C(=O)OC(C)(C)C)[CH2:12][C:13]3[CH:18]=[CH:17][C:16]([O:19][CH3:20])=[CH:15][C:14]=3[F:21])=[N:10][C:6]=2[CH:5]=1.Cl. Product: [F:3][C:4]1[CH:31]=[CH:30][C:7]2[N:8]=[C:9]([CH:11]([NH2:22])[CH2:12][C:13]3[CH:18]=[CH:17][C:16]([O:19][CH3:20])=[CH:15][C:14]=3[F:21])[NH:10][C:6]=2[CH:5]=1. The catalyst class is: 135.